From a dataset of Full USPTO retrosynthesis dataset with 1.9M reactions from patents (1976-2016). Predict the reactants needed to synthesize the given product. (1) Given the product [CH:1]1([CH2:4][O:5][C:6]2[C:7]([OH:24])=[C:8]([C:14]3[CH:15]=[C:16]4[C:20](=[CH:21][CH:22]=3)[C:19](=[O:23])[O:18][CH2:17]4)[CH:9]=[CH:10][C:11]=2[O:12][CH3:13])[CH2:3][CH2:2]1, predict the reactants needed to synthesize it. The reactants are: [CH:1]1([CH2:4][O:5][C:6]2[C:7]([O:24]COC)=[C:8]([C:14]3[CH:15]=[C:16]4[C:20](=[CH:21][CH:22]=3)[C:19](=[O:23])[O:18][CH2:17]4)[CH:9]=[CH:10][C:11]=2[O:12][CH3:13])[CH2:3][CH2:2]1.Cl. (2) Given the product [C:5]([C:4]([CH2:3][CH2:2][I:18])([F:10])[F:9])([F:8])([F:7])[F:6], predict the reactants needed to synthesize it. The reactants are: Br[CH:2]=[CH:3][C:4]([F:10])([F:9])[C:5]([F:8])([F:7])[F:6].C(C([I:18])(F)F)(F)(F)F.C=C.